From a dataset of Catalyst prediction with 721,799 reactions and 888 catalyst types from USPTO. Predict which catalyst facilitates the given reaction. (1) Reactant: [Cl:1][C:2]1[CH:3]=[C:4]2[C:9](=[CH:10][CH:11]=1)[O:8][C:7](=[O:12])[CH:6]=[C:5]2[OH:13].C(N(CC)CC)C.[S:21](O[S:21]([C:24]([F:27])([F:26])[F:25])(=[O:23])=[O:22])([C:24]([F:27])([F:26])[F:25])(=[O:23])=[O:22]. Product: [Cl:1][C:2]1[CH:3]=[C:4]2[C:9](=[CH:10][CH:11]=1)[O:8][C:7](=[O:12])[CH:6]=[C:5]2[O:13][S:21]([C:24]([F:27])([F:26])[F:25])(=[O:23])=[O:22]. The catalyst class is: 4. (2) Reactant: [ClH:1].CCOC(C)=O.[NH2:8][C:9]1[N:14]=[CH:13][N:12]=[C:11]2[N:15]([CH2:36][C:37]([NH:40]C(=O)OC(C)(C)C)([CH3:39])[CH3:38])[N:16]=[C:17]([C:18]3[CH:23]=[CH:22][C:21]([O:24][C:25]4[C:30]([F:31])=[C:29]([F:32])[CH:28]=[C:27]([F:33])[C:26]=4[F:34])=[CH:20][C:19]=3[F:35])[C:10]=12. Product: [NH2:40][C:37]([CH3:39])([CH3:38])[CH2:36][N:15]1[C:11]2=[N:12][CH:13]=[N:14][C:9]([NH2:8])=[C:10]2[C:17]([C:18]2[CH:23]=[CH:22][C:21]([O:24][C:25]3[C:30]([F:31])=[C:29]([F:32])[CH:28]=[C:27]([F:33])[C:26]=3[F:34])=[CH:20][C:19]=2[F:35])=[N:16]1.[ClH:1]. The catalyst class is: 4.